This data is from Forward reaction prediction with 1.9M reactions from USPTO patents (1976-2016). The task is: Predict the product of the given reaction. (1) Given the reactants [Cl:1][C:2]1[CH:3]=[C:4]2[C:8](=[CH:9][CH:10]=1)[NH:7][C:6]([C:11]([CH:13]([CH2:25][CH2:26][CH3:27])[CH2:14][C:15]1[CH:24]=[CH:23][C:18](C(OC)=O)=[CH:17][CH:16]=1)=[O:12])=[CH:5]2.[Br:28][C:29]1[CH:30]=[C:31](I)[CH:32]=[CH:33][CH:34]=1.P([O-])([O-])([O-])=O.[K+].[K+].[K+].[Li+].[OH-].C(Cl)CCl.C1C=CC2N([OH:59])N=NC=2C=1.Cl.[C:61]([O:65][C:66](=[O:70])CCN)([CH3:64])([CH3:63])[CH3:62].CC[N:73]([CH:77](C)C)[CH:74]([CH3:76])C, predict the reaction product. The product is: [Br:28][C:29]1[CH:30]=[C:31]([N:7]2[C:8]3[C:4](=[CH:3][C:2]([Cl:1])=[CH:10][CH:9]=3)[CH:5]=[C:6]2[C:11]([CH:13]([CH2:25][CH2:26][CH3:27])[CH2:14][C:15]2[CH:16]=[CH:17][C:18]([C:77]([NH:73][CH2:74][CH2:76][C:66]([O:65][C:61]([CH3:64])([CH3:63])[CH3:62])=[O:70])=[O:59])=[CH:23][CH:24]=2)=[O:12])[CH:32]=[CH:33][CH:34]=1. (2) Given the reactants Cl[C:2]1[C:7]2[S:8][C:9]3[N:10]=[C:11]([N:22]4[CH2:27][CH2:26][O:25][CH2:24][CH2:23]4)[C:12]4[CH2:13][N:14]([CH3:21])[C:15]([CH3:20])([CH3:19])[CH2:16][C:17]=4[C:18]=3[C:6]=2[N:5]=[CH:4][N:3]=1.[N:28]1([CH2:34][CH2:35][NH2:36])[CH2:33][CH2:32][O:31][CH2:30][CH2:29]1, predict the reaction product. The product is: [CH3:20][C:15]1([CH3:19])[N:14]([CH3:21])[CH2:13][C:12]2[C:11]([N:22]3[CH2:23][CH2:24][O:25][CH2:26][CH2:27]3)=[N:10][C:9]3[S:8][C:7]4[C:6](=[N:5][CH:4]=[N:3][C:2]=4[NH:36][CH2:35][CH2:34][N:28]4[CH2:33][CH2:32][O:31][CH2:30][CH2:29]4)[C:18]=3[C:17]=2[CH2:16]1. (3) Given the reactants [CH2:1]([O:8][C@@H:9]([CH3:17])[CH2:10][C:11](N(OC)C)=[O:12])[C:2]1[CH:7]=[CH:6][CH:5]=[CH:4][CH:3]=1.[CH3:18][Mg]Br.C(OCC)C.Cl, predict the reaction product. The product is: [CH2:1]([O:8][C@@H:9]([CH3:17])[CH2:10][C:11](=[O:12])[CH3:18])[C:2]1[CH:3]=[CH:4][CH:5]=[CH:6][CH:7]=1. (4) Given the reactants C([O-])([O-])=O.[K+].[K+].[CH3:7][Si:8]([CH2:11][CH2:12][O:13][CH2:14]Cl)([CH3:10])[CH3:9].[CH3:16][O:17][N:18]([CH3:39])[C:19]([CH:21]1[CH2:24][CH:23]([CH2:25][C:26]2[NH:30][C:29]3[CH:31]=[CH:32][C:33]([C:35]([F:38])([F:37])[F:36])=[CH:34][C:28]=3[N:27]=2)[CH2:22]1)=[O:20], predict the reaction product. The product is: [CH3:16][O:17][N:18]([CH3:39])[C:19]([CH:21]1[CH2:22][CH:23]([CH2:25][C:26]2[N:30]([CH2:14][O:13][CH2:12][CH2:11][Si:8]([CH3:10])([CH3:9])[CH3:7])[C:29]3[CH:31]=[CH:32][C:33]([C:35]([F:38])([F:37])[F:36])=[CH:34][C:28]=3[N:27]=2)[CH2:24]1)=[O:20]. (5) Given the reactants C([O:4][C:5]1[CH:6]=[C:7]2[C:12](=[CH:13][CH:14]=1)[N:11]([CH2:15][CH3:16])[C:10](=[O:17])[N:9]([CH2:18][CH3:19])[C:8]2=[O:20])(=O)C.C(=O)([O-])[O-].[K+].[K+].Cl, predict the reaction product. The product is: [CH2:15]([N:11]1[C:12]2[C:7](=[CH:6][C:5]([OH:4])=[CH:14][CH:13]=2)[C:8](=[O:20])[N:9]([CH2:18][CH3:19])[C:10]1=[O:17])[CH3:16]. (6) Given the reactants [OH:1][C:2]1[CH:12]=[CH:11][C:5]([C:6]([O:8][CH2:9][CH3:10])=[O:7])=[C:4]([CH3:13])[N:3]=1.[CH:14]([C:17]1[N:21]=[C:20]([N:22]2[CH2:27][CH2:26][CH:25]([CH2:28][CH2:29][CH2:30]O)[CH2:24][CH2:23]2)[O:19][N:18]=1)([CH3:16])[CH3:15].C1(P(C2C=CC=CC=2)C2C=CC=CC=2)C=CC=CC=1.N(C(OC(C)C)=O)=NC(OC(C)C)=O, predict the reaction product. The product is: [CH:14]([C:17]1[N:21]=[C:20]([N:22]2[CH2:27][CH2:26][CH:25]([CH2:28][CH2:29][CH2:30][O:1][C:2]3[CH:12]=[CH:11][C:5]([C:6]([O:8][CH2:9][CH3:10])=[O:7])=[C:4]([CH3:13])[N:3]=3)[CH2:24][CH2:23]2)[O:19][N:18]=1)([CH3:16])[CH3:15]. (7) The product is: [CH:27]([C:30]1[N:31]=[C:32]([C:35]2[CH:44]=[C:43]([O:1][CH2:2][CH2:3][C@@H:4]3[NH:18][C:17](=[O:19])[N:16]([CH3:20])[CH2:15][CH2:14][CH2:13][CH2:12][CH:11]=[CH:10][C@H:9]4[C@@:7]([C:21]([O:23][CH2:24][CH3:25])=[O:22])([CH2:8]4)[NH:6][C:5]3=[O:26])[C:42]3[C:37](=[C:38]([Cl:48])[C:39]([O:46][CH3:47])=[CH:40][CH:41]=3)[N:36]=2)[S:33][CH:34]=1)([CH3:29])[CH3:28]. Given the reactants [OH:1][CH2:2][CH2:3][C@@H:4]1[NH:18][C:17](=[O:19])[N:16]([CH3:20])[CH2:15][CH2:14][CH2:13][CH2:12][CH:11]=[CH:10][C@H:9]2[C@@:7]([C:21]([O:23][CH2:24][CH3:25])=[O:22])([CH2:8]2)[NH:6][C:5]1=[O:26].[CH:27]([C:30]1[N:31]=[C:32]([C:35]2[CH:44]=[C:43](O)[C:42]3[C:37](=[C:38]([Cl:48])[C:39]([O:46][CH3:47])=[CH:40][CH:41]=3)[N:36]=2)[S:33][CH:34]=1)([CH3:29])[CH3:28].C(C1N=C(C2C=C(OCC[C@@H]3NC(=O)N(C)CCCCC=C[C@H]4[C@@](C(OCC)=O)(C4)NC3=O)C3C(=C(C)C(OC)=CC=3)N=2)SC=1)(C)C, predict the reaction product. (8) Given the reactants [NH2:1][C:2]1[N:6]([CH3:7])[C:5](=[O:8])[C:4]([C:15]2[CH:20]=[CH:19][CH:18]=[C:17](Br)[CH:16]=2)([C:9]2[CH:14]=[CH:13][CH:12]=[CH:11][CH:10]=2)[N:3]=1.[C:22]([N:25]1[C:33]2[C:28](=[CH:29][C:30](B3OC(C)(C)C(C)(C)O3)=[CH:31][CH:32]=2)[CH2:27][CH2:26]1)(=[O:24])[CH3:23], predict the reaction product. The product is: [C:22]([N:25]1[C:33]2[C:28](=[CH:29][C:30]([C:17]3[CH:16]=[C:15]([C:4]4([C:9]5[CH:14]=[CH:13][CH:12]=[CH:11][CH:10]=5)[N:3]=[C:2]([NH2:1])[N:6]([CH3:7])[C:5]4=[O:8])[CH:20]=[CH:19][CH:18]=3)=[CH:31][CH:32]=2)[CH2:27][CH2:26]1)(=[O:24])[CH3:23]. (9) The product is: [CH3:1][N:2]1[C:11]2([CH2:16][CH2:15][N:14]([C:17]([O:19][C:20]([CH3:23])([CH3:22])[CH3:21])=[O:18])[CH2:13][CH2:12]2)[C:6]2=[CH:7][CH:8]=[CH:9][N:5]2[CH2:4][CH2:3]1. Given the reactants [CH3:1][NH:2][CH2:3][CH2:4][N:5]1[CH:9]=[CH:8][CH:7]=[CH:6]1.O=[C:11]1[CH2:16][CH2:15][N:14]([C:17]([O:19][C:20]([CH3:23])([CH3:22])[CH3:21])=[O:18])[CH2:13][CH2:12]1.CC1C=CC(S(O)(=O)=O)=CC=1.O, predict the reaction product. (10) The product is: [C:18]([C:14]1[CH:13]=[C:12]([CH3:17])[N:11]([C:4]2[CH:5]=[CH:6][C:7]([O:8][CH2:9][CH3:10])=[C:2]([Cl:1])[CH:3]=2)[C:15]=1[CH3:16])(=[O:20])[CH3:19]. Given the reactants [Cl:1][C:2]1[CH:3]=[C:4]([N:11]2[C:15]([CH3:16])=[CH:14][CH:13]=[C:12]2[CH3:17])[CH:5]=[CH:6][C:7]=1[O:8][CH2:9][CH3:10].[C:18](OC(=O)C)(=[O:20])[CH3:19].I, predict the reaction product.